Dataset: Catalyst prediction with 721,799 reactions and 888 catalyst types from USPTO. Task: Predict which catalyst facilitates the given reaction. (1) Reactant: [CH3:1][O:2][C:3]1[N:8]=[C:7]([O:9][CH3:10])[C:6]([N:11]2[C:15]([CH:16]([CH3:18])[CH3:17])=[C:14](I)[C:13]([C:20]([O:22][CH2:23][CH3:24])=[O:21])=[N:12]2)=[CH:5][N:4]=1.[Cl:25][C:26]1[CH:33]=[CH:32][C:29]([CH:30]=[O:31])=[C:28]([F:34])[CH:27]=1. Product: [Cl:25][C:26]1[CH:33]=[CH:32][C:29]([CH:30]([OH:31])[C:14]2[C:13]([C:20]([O:22][CH2:23][CH3:24])=[O:21])=[N:12][N:11]([C:6]3[C:7]([O:9][CH3:10])=[N:8][C:3]([O:2][CH3:1])=[N:4][CH:5]=3)[C:15]=2[CH:16]([CH3:18])[CH3:17])=[C:28]([F:34])[CH:27]=1. The catalyst class is: 1. (2) Reactant: Br[C:2]1[N:7]=[C:6]([C:8]2[S:12][C:11]([N:13]3[CH2:18][CH2:17][N:16]([CH3:19])[C:15](=[O:20])[CH2:14]3)=[N:10][CH:9]=2)[CH:5]=[CH:4][CH:3]=1.[NH2:21][C:22]1[CH:27]=[C:26]([CH3:28])[CH:25]=[CH:24][N:23]=1.C1(P(C2C=CC=CC=2)C2C=CC3C(=CC=CC=3)C=2C2C3C(=CC=CC=3)C=CC=2P(C2C=CC=CC=2)C2C=CC=CC=2)C=CC=CC=1.C(=O)([O-])[O-].[Cs+].[Cs+]. Product: [CH3:19][N:16]1[CH2:17][CH2:18][N:13]([C:11]2[S:12][C:8]([C:6]3[CH:5]=[CH:4][CH:3]=[C:2]([NH:21][C:22]4[CH:27]=[C:26]([CH3:28])[CH:25]=[CH:24][N:23]=4)[N:7]=3)=[CH:9][N:10]=2)[CH2:14][C:15]1=[O:20]. The catalyst class is: 493. (3) Reactant: NC1C=CC=C(C)C=1C(O)=O.[NH2:12][C:13]1[CH:28]=[CH:27][CH:26]=[C:25]([CH3:29])[C:14]=1[C:15]([NH:17][C:18]1[CH:23]=[CH:22][CH:21]=[CH:20][C:19]=1[CH3:24])=[O:16].[Cl:30][CH2:31][C:32](Cl)=O. Product: [Cl:30][CH2:31][C:32]1[N:17]([C:18]2[CH:23]=[CH:22][CH:21]=[CH:20][C:19]=2[CH3:24])[C:15](=[O:16])[C:14]2[C:13](=[CH:28][CH:27]=[CH:26][C:25]=2[CH3:29])[N:12]=1. The catalyst class is: 313. (4) Reactant: C(OC([N:8]([C:25]1[CH:30]=[CH:29][N:28]=[C:27](Cl)[N:26]=1)[C:9]1[CH:10]=[C:11]2[C:15](=[CH:16][CH:17]=1)[N:14]([C:18]([O:20][C:21]([CH3:24])([CH3:23])[CH3:22])=[O:19])[N:13]=[CH:12]2)=O)(C)(C)C.[C:32]([C:35]1[CH:40]=[CH:39][C:38](B(O)O)=[CH:37][CH:36]=1)(=[O:34])[CH3:33].C([O-])([O-])=O.[Na+].[Na+].CC(OC(OC(OC(C)(C)C)=O)=O)(C)C. Product: [C:32]([C:35]1[CH:40]=[CH:39][C:38]([C:27]2[N:26]=[C:25]([NH:8][C:9]3[CH:10]=[C:11]4[C:15](=[CH:16][CH:17]=3)[N:14]([C:18]([O:20][C:21]([CH3:23])([CH3:24])[CH3:22])=[O:19])[N:13]=[CH:12]4)[CH:30]=[CH:29][N:28]=2)=[CH:37][CH:36]=1)(=[O:34])[CH3:33]. The catalyst class is: 88. (5) Reactant: [F:1][C:2]1[CH:3]=[CH:4][C:5]2[N:6]([CH:8]=[C:9]([C:11]([NH:13][C@H:14]3[CH2:19][CH2:18][C@@H:17]([N:20]4[C:25](=[O:26])[C:24]5[CH:27]=[C:28]([F:31])[CH:29]=[N:30][C:23]=5[N:22]([C:32]5[CH:33]=[C:34]([C:38]6[CH:43]=[CH:42][C:41](C=O)=[CH:40][CH:39]=6)[CH:35]=[CH:36][CH:37]=5)[C:21]4=[O:46])[CH2:16][CH2:15]3)=[O:12])[N:10]=2)[CH:7]=1.[C:47]([NH:54][CH2:55][CH2:56][NH:57][CH3:58])([O:49][C:50]([CH3:53])([CH3:52])[CH3:51])=[O:48].[C:59](O[BH-](OC(=O)C)OC(=O)C)(=O)C.[Na+]. Product: [F:31][C:28]1[CH:29]=[N:30][C:23]2[N:22]([C:32]3[CH:33]=[C:34]([C:38]4[CH:39]=[CH:40][C:41]([CH2:58][NH:57][CH2:56][CH2:55][N:54]([CH3:59])[C:47](=[O:48])[O:49][C:50]([CH3:51])([CH3:52])[CH3:53])=[CH:42][CH:43]=4)[CH:35]=[CH:36][CH:37]=3)[C:21](=[O:46])[N:20]([C@H:17]3[CH2:18][CH2:19][C@@H:14]([NH:13][C:11]([C:9]4[N:10]=[C:5]5[CH:4]=[CH:3][C:2]([F:1])=[CH:7][N:6]5[CH:8]=4)=[O:12])[CH2:15][CH2:16]3)[C:25](=[O:26])[C:24]=2[CH:27]=1. The catalyst class is: 417. (6) Reactant: [C:1]1([C:7]2[N:8]=[C:9]([CH2:12][OH:13])[S:10][CH:11]=2)[CH:6]=[CH:5][CH:4]=[CH:3][CH:2]=1. Product: [C:1]1([C:7]2[N:8]=[C:9]([CH:12]=[O:13])[S:10][CH:11]=2)[CH:2]=[CH:3][CH:4]=[CH:5][CH:6]=1. The catalyst class is: 177. (7) Reactant: Br[C:2]1[CH:11]=[CH:10][C:5]([C:6]([O:8][CH3:9])=[O:7])=[CH:4][CH:3]=1.[CH2:12]([O:19][C:20]1[CH:25]=[CH:24][C:23]([Sn](CCCC)(CCCC)CCCC)=[CH:22][N:21]=1)[C:13]1[CH:18]=[CH:17][CH:16]=[CH:15][CH:14]=1. Product: [CH3:9][O:8][C:6](=[O:7])[C:5]1[CH:10]=[CH:11][C:2]([C:23]2[CH:22]=[N:21][C:20]([O:19][CH2:12][C:13]3[CH:18]=[CH:17][CH:16]=[CH:15][CH:14]=3)=[CH:25][CH:24]=2)=[CH:3][CH:4]=1. The catalyst class is: 128. (8) Reactant: [OH:1][CH2:2][C:3]1([CH3:31])[S:9][CH2:8][CH2:7][N:6]2[C:10]([C:13]3([C:16]4[CH:21]=[CH:20][C:19]([C:22]5[CH:30]=[CH:29][C:25]([C:26](O)=[O:27])=[CH:24][N:23]=5)=[CH:18][CH:17]=4)[CH2:15][CH2:14]3)=[N:11][N:12]=[C:5]2[CH2:4]1.Cl.[CH3:33][NH:34][CH3:35].Cl.C(N=C=NCCCN(C)C)C.C(=O)([O-])O.[Na+]. Product: [OH:1][CH2:2][C:3]1([CH3:31])[S:9][CH2:8][CH2:7][N:6]2[C:10]([C:13]3([C:16]4[CH:17]=[CH:18][C:19]([C:22]5[CH:30]=[CH:29][C:25]([C:26]([N:34]([CH3:35])[CH3:33])=[O:27])=[CH:24][N:23]=5)=[CH:20][CH:21]=4)[CH2:14][CH2:15]3)=[N:11][N:12]=[C:5]2[CH2:4]1. The catalyst class is: 9. (9) Reactant: F[C:2]1[CH:3]=[C:4]2[C:8](=[CH:9][CH:10]=1)[N:7](CCCCCCCC)[CH:6]=[C:5]2CN(C)C.F[C:24]1[CH:25]=[C:26]2[C:30](=[CH:31][CH:32]=1)N(CCCCCCCC)C=[C:27]2CN1CCCCC1.C([O-])([O-])=O.[K+].[K+]. Product: [C:26]1([CH3:27])[CH:30]=[CH:31][CH:32]=[C:24]([C:2]2[CH:3]=[C:4]3[C:8](=[CH:9][CH:10]=2)[NH:7][CH:6]=[CH:5]3)[CH:25]=1. The catalyst class is: 75.